Dataset: Full USPTO retrosynthesis dataset with 1.9M reactions from patents (1976-2016). Task: Predict the reactants needed to synthesize the given product. Given the product [CH3:12][N:13]([CH3:21])[C:14]1[N:15]=[N:16][C:17]([N:20]2[CH:8]([C:7]3[CH:10]=[CH:11][C:4]([CH:1]([CH3:3])[CH3:2])=[CH:5][CH:6]=3)[C:27]([C:28](=[O:36])[C:29]3[CH:34]=[CH:33][C:32]([CH3:35])=[CH:31][CH:30]=3)=[C:26]([OH:37])[C:25]2=[O:24])=[CH:18][CH:19]=1, predict the reactants needed to synthesize it. The reactants are: [CH:1]([C:4]1[CH:11]=[CH:10][C:7]([CH:8]=O)=[CH:6][CH:5]=1)([CH3:3])[CH3:2].[CH3:12][N:13]([CH3:21])[C:14]1[N:15]=[N:16][C:17]([NH2:20])=[CH:18][CH:19]=1.C([O:24][C:25](=O)[C:26]([OH:37])=[CH:27][C:28](=[O:36])[C:29]1[CH:34]=[CH:33][C:32]([CH3:35])=[CH:31][CH:30]=1)C.